Dataset: hERG Central: cardiac toxicity at 1µM, 10µM, and general inhibition. Task: Predict hERG channel inhibition at various concentrations. (1) The drug is CCOc1ccc(N(CC(=O)Nc2c(C)n(C)n(-c3ccccc3)c2=O)S(=O)(=O)c2ccccc2)cc1. Results: hERG_inhib (hERG inhibition (general)): blocker. (2) The drug is CC1CCN(CCOc2ccc(OCc3ccccc3)cc2)CC1.O=C(O)C(=O)O. Results: hERG_inhib (hERG inhibition (general)): blocker. (3) The molecule is CC(NCc1cc(Br)ccc1OCC(N)=O)C12CC3CC(CC(C3)C1)C2.Cl. Results: hERG_inhib (hERG inhibition (general)): blocker. (4) The drug is CN(CC1CCN(CCc2cccc(C(F)(F)F)c2)CC1)C(=O)c1ccc(F)cc1F. Results: hERG_inhib (hERG inhibition (general)): blocker. (5) The compound is Cc1ccc(S(=O)(=O)N2CCN(C(=O)c3ccc(-n4cncn4)c([N+](=O)[O-])c3)CC2)cc1. Results: hERG_inhib (hERG inhibition (general)): blocker. (6) The molecule is CN(C(=O)COC(=O)c1ccc(Cl)c(S(=O)(=O)N2CCCCC2)c1)C1(C#N)CCCCC1. Results: hERG_inhib (hERG inhibition (general)): blocker. (7) The compound is Cc1cc2n(c(=O)c1C#N)CCCN2c1cccc(Cl)c1. Results: hERG_inhib (hERG inhibition (general)): blocker. (8) The molecule is COc1cc(CN2CCC(CO)(Cc3cccc(C(F)(F)F)c3)CC2)ccc1F. Results: hERG_inhib (hERG inhibition (general)): blocker. (9) The molecule is COc1ccc(C(=O)N/C(=C\c2cn(S(=O)(=O)N(C)C)c3ccccc23)C(=O)N2CCN(C)CC2)cc1. Results: hERG_inhib (hERG inhibition (general)): blocker.